Task: Binary Classification. Given a miRNA mature sequence and a target amino acid sequence, predict their likelihood of interaction.. Dataset: Experimentally validated miRNA-target interactions with 360,000+ pairs, plus equal number of negative samples (1) The miRNA is hsa-miR-188-5p with sequence CAUCCCUUGCAUGGUGGAGGG. The protein sequence of the target gene is MRKVVLITGASSGIGLALCKRLLAEDDELHLCLACRNMSKAEAVCAALLASHPTAEVTIVQVDVSNLQSVFRASKELKQRFQRLDCIYLNAGIMPNPQLNIKALFFGLFSRKVIHMFSTAEGLLTQGDKITADGLQEVFETNVFGHFILIRELEPLLCHSDNPSQLIWTSSRSARKSNFSLEDFQHSKGKEPYSSSKYATDLLSVALNRNFNQQGLYSNVACPGTALTNLTYGILPPFIWTLLMPAILLLRFFANAFTLTPYNGTEALVWLFHQKPESLNPLIKYLSATTGFGRNYIMTQ.... Result: 0 (no interaction). (2) The miRNA is hsa-miR-4685-5p with sequence CCCAGGGCUUGGAGUGGGGCAAGGUU. The protein sequence of the target gene is MMEESGIETTPPGTPPPNPAGLAATAMSSTPVPLAATSSFSSPNVSSMESFPPLAYSTPQPPLPPVRPSAPLPFVPPPAVPSVPPLVTSMPPPVSPSTAAAFGNPPVSHFPPSTSAPNTLLPAPPSGPPISGFSVGSTYDITRGHAGRAPQTPLMPSFSAPSGTGLLPTPITQQASLTSLAQGTGTTSAITFPEEQEDPRITRGQDEASAGGIWGFIKGVAGNPMVKSVLDKTKHSVESMITTLDPGMAPYIKSGGELDIVVTSNKEVKVAAVRDAFQEVFGLAVVVGEAGQSNIAPQPV.... Result: 0 (no interaction). (3) The miRNA is hsa-miR-608 with sequence AGGGGUGGUGUUGGGACAGCUCCGU. The protein sequence of the target gene is MRLTRCWAALAAAIILNLLVFFYVSWLQHQPRNSRARGPRRTSAIGPRVTVLIREFEAFDNAVPELVDSFLQQDPAQPVVVAADTLPYPPLALPRIPNVRLALLQPALDRPAAASRPETYVATEFVALVPDGARAESPGHLERMVEALRGSSARLVAAPVATANPARCLALNVSLREWTARYDPAPSAPRCDALDGDAVLLMRSRDLFNLSVPLARPLATSLFLQTALRGWAVQLLDLTFAAARQPPLATAHARWKAEREGRSRRAALLRSLGIRLVSWEGGRLEWFGCSKESARCFGTV.... Result: 0 (no interaction). (4) The miRNA is hsa-miR-106b-5p with sequence UAAAGUGCUGACAGUGCAGAU. The protein sequence of the target gene is MAGGVDGPIGIPFPDHSSDILSGLNEQRTQGLLCDVVILVEGREFPTHRSVLAACSQYFKKLFTSGAVVDQQNVYEIDFVSAEALTALMDFAYTATLTVSTANVGDILSAARLLEIPAVSHVCADLLDRQILAADAGADAGQLDLVDQIDQRNLLRAKEYLEFFQSNPMNSLPPAAAAAAASFPWSAFGASDDDLDATKEAVAAAVAAVAAGDCNGLDFYGPGPPAERPPTGDGDEGDSNPGLWPERDEDAPTGGLFPPPVAPPAATQNGHYGRGGEEEAASLSEAAPEPGDSPGFLSGA.... Result: 1 (interaction). (5) The miRNA is hsa-miR-6838-3p with sequence AAGUCCUGCUUCUGUUGCAG. The protein sequence of the target gene is MSHLFSPPLAALAASPLLYVYSPERPGLPLAFAPAAALAGPGRVEPPQKPPYSYIALIAMAIQDAPEQRVTLNGIYQFIMDRFPFYHDNRQGWQNSIRHNLSLNECFVKVPREKGRPGKGSYWTLDPRCLDMFENGNYRRRKRKPKPAAGSPEAKRTRVEPPESEVGCDVGSPDLATALPTRAPDRSQSPAVGTARPALLPWPGPEPRDPDADLTVQGAGAVASGQLQRPAHHLGSPLCPAPSGSPKGSKSKSFSIDSILAVRPTPASGAEAPGIPKPVPGALGSSLLAASSGLAPPFNA.... Result: 0 (no interaction). (6) The miRNA is rno-miR-7b with sequence UGGAAGACUUGUGAUUUUGUUGU. The protein sequence of the target gene is MGNQLDRITHLNYSELPTGDPSGIEKDELRVGVAYFFSDDEEDLDERGQPDKFGVKAPPGCTPCPESPSRHHHHLLHQLVLNETQFSAFRGQECIFSKVSGGPQGADLSVYAVTALPALCEPGDLLELLWLQPAPEPPAPAPHWAVYVGGGQIIHLHQGEIRQDSLYEAGAANVGRVVNSWYRYRPLVAELVVQNACGHLGLKSEEICWTNSESFAAWCRFGKREFKAGGEVPAGTQPPQQQYYLKVHLGENKVHTARFHSLEDLIREKRRIDASGRLRVLQELADLVDDKE. Result: 0 (no interaction). (7) The miRNA is rno-miR-350 with sequence UUCACAAAGCCCAUACACUUUCAC. The protein sequence of the target gene is MEEELQHSHCVNCVSRRCMTRPEPGISCDLIGCPLVCGAVFHSCKADEHRLLCPFERVPCLNSDFGCPFTMARNKVAEHLEMCPASVVCCTMEWNRWPVSYADRKSYENLSRDVDEVAQLDMALALQDQRMLLESLKVATMMSKATDKVSKPREQISVKSSVPEIPHANGLVSVDEESYGALYQATVETTRSLAAALDILNTATRDIGMLNTSVPNDMDEQQNARESLEDQNLKDQDHLYEEEIGAVGGIDYNDTNQNAQSEQNGSSDLLCDLNTSSYDTSALCNGFPLENICTQVIDQN.... Result: 0 (no interaction). (8) The miRNA is hsa-miR-1245a with sequence AAGUGAUCUAAAGGCCUACAU. The protein sequence of the target gene is MAAIGRGRSLKNLRVRGRNDSGEENVPLDLTREPSDNLREILQNVARLQGVSNMRKLGHLNNFTKLLCDIGHSEEKLGFHYEDIIICLRLALLNEAKEVRAAGLRALRYLIQDSSILQKVLKLKVDYLIARCIDIQQSNEVERTQALRLVRKMITVNASLFPSSVTNSLIAVGNDGLQERDRMVRACIAIICELALQNPEVVALRGGLNTILKNVIDCQLSRINEALITTILHLLNHPKTRQYVRADVELERILAPYTDFHYRHSPDTAEGQLKEDREARFLASKMGIIATFRSWAGIIN.... Result: 1 (interaction). (9) The miRNA is ath-miR396a-5p with sequence UUCCACAGCUUUCUUGAACUG. The protein sequence of the target gene is MKMQSPKMEQEEVEEERMRNKWPWMKAAQLMEFRMQALVYRYIEAGLRVPHHLVVPIWNSLALSSSSNYNYHSSSLLSNKGVTHIDTLETEPTRCRRTDGKKWRCSNTVLLFEKYCERHMHRGRKRSRKLVESSSEVASSSTKYDNTYGLDRYNESQSHLHGTISGSSNAQVVTIASLPSARSCENVIRPSLVISEFTNKSVSHGRKNMEMSYDDFINEKEASMCVGVVPLQGDESKPSVQKFFPEVSDKCLEAAKFSSNRKNDIIARSREWKNMNVNGGLFHGIHFSPDTVLQERGCFR.... Result: 1 (interaction).